Task: Regression. Given a peptide amino acid sequence and an MHC pseudo amino acid sequence, predict their binding affinity value. This is MHC class I binding data.. Dataset: Peptide-MHC class I binding affinity with 185,985 pairs from IEDB/IMGT (1) The peptide sequence is LTIACRVSL. The MHC is HLA-B15:01 with pseudo-sequence HLA-B15:01. The binding affinity (normalized) is 0.600. (2) The peptide sequence is ALTLNTMTK. The MHC is HLA-B15:09 with pseudo-sequence HLA-B15:09. The binding affinity (normalized) is 0.0847. (3) The peptide sequence is QLMYALEPRK. The binding affinity (normalized) is 0. The MHC is HLA-A33:01 with pseudo-sequence HLA-A33:01. (4) The peptide sequence is FRYNGLIHR. The MHC is HLA-B38:01 with pseudo-sequence HLA-B38:01. The binding affinity (normalized) is 0. (5) The peptide sequence is AVRQKSRWI. The MHC is HLA-B57:01 with pseudo-sequence HLA-B57:01. The binding affinity (normalized) is 0.0847. (6) The peptide sequence is LRYGNVLDV. The MHC is HLA-A02:03 with pseudo-sequence HLA-A02:03. The binding affinity (normalized) is 0.0847. (7) The peptide sequence is LLDLEGHIL. The MHC is HLA-A03:01 with pseudo-sequence HLA-A03:01. The binding affinity (normalized) is 0.0847. (8) The peptide sequence is LTALGNYIYD. The MHC is Mamu-A02 with pseudo-sequence Mamu-A02. The binding affinity (normalized) is 0.555.